This data is from Reaction yield outcomes from USPTO patents with 853,638 reactions. The task is: Predict the reaction yield, written as a fraction of the theoretical maximum amount of product (1.0 means a 100% yield; for example, 0.34 means a 34% yield). The reactants are Br[C:2]1[S:6][C:5]([NH:7][C:8](=[O:10])[CH3:9])=[N:4][CH:3]=1.[CH3:11][C:12]([O:15][C:16]([N:18]1[CH2:24][C:23]2[CH:25]=[C:26](B(O)O)[CH:27]=[CH:28][C:22]=2[O:21][CH2:20][CH2:19]1)=[O:17])([CH3:14])[CH3:13].ClCCl.C(=O)([O-])[O-].[K+].[K+]. The catalyst is O1CCOCC1.O.C1C=CC(P(C2C=CC=CC=2)[C-]2C=CC=C2)=CC=1.C1C=CC(P(C2C=CC=CC=2)[C-]2C=CC=C2)=CC=1.Cl[Pd]Cl.[Fe+2]. The product is [C:8]([NH:7][C:5]1[S:6][C:2]([C:26]2[CH:27]=[CH:28][C:22]3[O:21][CH2:20][CH2:19][N:18]([C:16]([O:15][C:12]([CH3:13])([CH3:11])[CH3:14])=[O:17])[CH2:24][C:23]=3[CH:25]=2)=[CH:3][N:4]=1)(=[O:10])[CH3:9]. The yield is 0.562.